Predict the product of the given reaction. From a dataset of Forward reaction prediction with 1.9M reactions from USPTO patents (1976-2016). (1) Given the reactants [Br:1][CH2:2][CH2:3][N:4]([CH2:24][CH2:25][Br:26])[C:5]1[C:6]([S:20]([CH3:23])(=[O:22])=[O:21])=[CH:7][C:8]([N+:17]([O-:19])=[O:18])=[C:9]([CH:16]=1)[C:10]([NH:12][CH2:13][CH2:14][OH:15])=[O:11].N1C=NN=N1.[C:32]([O:36][P:37](N(C(C)C)C(C)C)[O:38][C:39]([CH3:42])([CH3:41])[CH3:40])([CH3:35])([CH3:34])[CH3:33].C1C=C(Cl)C=C(C(OO)=[O:58])C=1, predict the reaction product. The product is: [P:37]([O:36][C:32]([CH3:33])([CH3:34])[CH3:35])([O:38][C:39]([CH3:40])([CH3:41])[CH3:42])([O:15][CH2:14][CH2:13][NH:12][C:10](=[O:11])[C:9]1[CH:16]=[C:5]([N:4]([CH2:3][CH2:2][Br:1])[CH2:24][CH2:25][Br:26])[C:6]([S:20]([CH3:23])(=[O:22])=[O:21])=[CH:7][C:8]=1[N+:17]([O-:19])=[O:18])=[O:58]. (2) The product is: [F:21][CH:22]([F:32])[O:23][C:24]1[CH:31]=[CH:30][C:27]([CH2:28][N:1]2[CH:2]([C:11]3[C:16]([F:17])=[CH:15][CH:14]=[CH:13][C:12]=3[O:18][CH2:19][CH3:20])[CH2:3][CH:4]([CH3:10])[C:5]2=[O:7])=[CH:26][CH:25]=1. Given the reactants [NH2:1][CH:2]([C:11]1[C:16]([F:17])=[CH:15][CH:14]=[CH:13][C:12]=1[O:18][CH2:19][CH3:20])[CH2:3][CH:4]([CH3:10])[C:5]([O:7]CC)=O.[F:21][CH:22]([F:32])[O:23][C:24]1[CH:31]=[CH:30][C:27]([CH:28]=O)=[CH:26][CH:25]=1, predict the reaction product. (3) Given the reactants [CH2:1]([N:8]1[C:16]2[C:11](=[CH:12][CH:13]=[CH:14][CH:15]=2)[C:10]([C:17]([NH:19][CH2:20][C:21]([C:23]2[CH:32]=[CH:31][C:30]3[C:25](=[CH:26][CH:27]=[C:28]([O:33][CH3:34])[CH:29]=3)[CH:24]=2)=[O:22])=O)=[CH:9]1)[C:2]1[CH:7]=[CH:6][CH:5]=[CH:4][CH:3]=1.C(N1C2C(=CC=CC=2)C(C2OC(C3C=CC4C(=CC=C(OC)C=4)C=3)=CN=2)=C1)C1C=CC=CC=1, predict the reaction product. The product is: [CH2:1]([N:8]1[C:16]2[C:11](=[CH:12][CH:13]=[CH:14][CH:15]=2)[C:10]([C:17]2[O:22][C:21]([C:23]3[CH:32]=[CH:31][C:30]4[C:25](=[CH:26][CH:27]=[C:28]([O:33][CH3:34])[CH:29]=4)[CH:24]=3)=[CH:20][N:19]=2)=[CH:9]1)[C:2]1[CH:3]=[CH:4][CH:5]=[CH:6][CH:7]=1. (4) The product is: [N:21]1[C:22]2[CH:28]=[CH:27][CH:26]=[CH:25][C:23]=2[NH:24][C:20]=1[CH2:19][NH:18][C:12](=[O:14])[CH2:11][CH2:10][CH2:9][NH:8][C:6]([O:5][C:1]([CH3:2])([CH3:3])[CH3:4])=[O:7]. Given the reactants [C:1]([O:5][C:6]([NH:8][CH2:9][CH2:10][CH2:11][C:12]([OH:14])=O)=[O:7])([CH3:4])([CH3:3])[CH3:2].O.Cl.Cl.[NH2:18][CH2:19][C:20]1[NH:21][C:22]2[CH:28]=[CH:27][CH:26]=[CH:25][C:23]=2[N:24]=1.C(Cl)CCl.C1C=CC2N(O)N=NC=2C=1.O.CCN(CC)CC, predict the reaction product. (5) Given the reactants BrC1C=C(CC(=O)C(NC([C:15]2[O:19][N:18]=[C:17]([C:20]3[CH:25]=[CH:24][C:23]([O:26][C:27]([F:30])([F:29])[F:28])=[CH:22][CH:21]=3)[N:16]=2)=O)C)C=CC=1, predict the reaction product. The product is: [F:30][C:27]([F:28])([F:29])[O:26][C:23]1[CH:22]=[CH:21][C:20]([C:17]2[N:16]=[CH:15][O:19][N:18]=2)=[CH:25][CH:24]=1. (6) Given the reactants [F:1][C:2]([F:13])([F:12])[C:3]1[CH:4]=[C:5]([CH:9]=[CH:10][CH:11]=1)[C:6]([O-:8])=O.[NH2:14][C:15]1[CH:16]=[C:17]([C:21]2[CH:22]=[C:23]3[C:28](=[CH:29][CH:30]=2)[N:27]=[CH:26][N:25]=[C:24]3[NH2:31])[CH:18]=[CH:19][CH:20]=1, predict the reaction product. The product is: [NH2:31][C:24]1[C:23]2[C:28](=[CH:29][CH:30]=[C:21]([C:17]3[CH:16]=[C:15]([NH:14][C:6](=[O:8])[C:5]4[CH:9]=[CH:10][CH:11]=[C:3]([C:2]([F:1])([F:13])[F:12])[CH:4]=4)[CH:20]=[CH:19][CH:18]=3)[CH:22]=2)[N:27]=[CH:26][N:25]=1. (7) Given the reactants [CH2:1]([O:8][C:9]1[CH:24]=[CH:23][C:22]([C:25]2[O:26][C:27]3[C:32]([C:33](=[O:43])[C:34]=2[O:35][CH2:36][C:37]2[CH:42]=[CH:41][CH:40]=[CH:39][CH:38]=2)=[CH:31][CH:30]=[CH:29][CH:28]=3)=[CH:21][C:10]=1[O:11][CH2:12][P:13](=[O:20])([O:17]CC)[O:14]CC)[C:2]1[CH:7]=[CH:6][CH:5]=[CH:4][CH:3]=1.C[Si](Br)(C)C.CO, predict the reaction product. The product is: [CH2:1]([O:8][C:9]1[CH:24]=[CH:23][C:22]([C:25]2[O:26][C:27]3[C:32]([C:33](=[O:43])[C:34]=2[O:35][CH2:36][C:37]2[CH:38]=[CH:39][CH:40]=[CH:41][CH:42]=2)=[CH:31][CH:30]=[CH:29][CH:28]=3)=[CH:21][C:10]=1[O:11][CH2:12][P:13](=[O:14])([OH:17])[OH:20])[C:2]1[CH:3]=[CH:4][CH:5]=[CH:6][CH:7]=1. (8) Given the reactants [OH:1][C:2]1[CH:3]=[C:4]2[C:9](=[CH:10][CH:11]=1)[C:8](=[O:12])[N:7]([CH2:13][CH:14]([CH3:16])[CH3:15])[C:6]([CH2:17][NH:18][C:19](=[O:25])[O:20][C:21]([CH3:24])([CH3:23])[CH3:22])=[C:5]2[C:26]1[CH:31]=[CH:30][C:29]([Cl:32])=[CH:28][CH:27]=1.[H-].[Na+].C1C=CC(N([S:42]([C:45]([F:48])([F:47])[F:46])(=[O:44])=[O:43])[S:42]([C:45]([F:48])([F:47])[F:46])(=[O:44])=[O:43])=CC=1.O, predict the reaction product. The product is: [Cl:32][C:29]1[CH:28]=[CH:27][C:26]([C:5]2[C:4]3[C:9](=[CH:10][CH:11]=[C:2]([O:1][S:42]([C:45]([F:48])([F:47])[F:46])(=[O:44])=[O:43])[CH:3]=3)[C:8](=[O:12])[N:7]([CH2:13][CH:14]([CH3:15])[CH3:16])[C:6]=2[CH2:17][NH:18][C:19](=[O:25])[O:20][C:21]([CH3:24])([CH3:22])[CH3:23])=[CH:31][CH:30]=1.